From a dataset of Full USPTO retrosynthesis dataset with 1.9M reactions from patents (1976-2016). Predict the reactants needed to synthesize the given product. Given the product [Br:1][C:2]1[C:3]([O:9][CH3:10])=[N:4][CH:5]=[C:6]([O:12][CH3:11])[CH:7]=1, predict the reactants needed to synthesize it. The reactants are: [Br:1][C:2]1[C:3]([O:9][CH3:10])=[N:4][CH:5]=[C:6](F)[CH:7]=1.[CH3:11][O-:12].[Na+].